Dataset: Full USPTO retrosynthesis dataset with 1.9M reactions from patents (1976-2016). Task: Predict the reactants needed to synthesize the given product. (1) Given the product [CH3:4][C:2]([Si:5]([CH3:7])([CH3:6])[O:8][CH2:9][CH2:10][O:11][C:12]1[CH:17]=[CH:16][C:15]([NH2:18])=[CH:14][C:13]=1[F:21])([CH3:1])[CH3:3], predict the reactants needed to synthesize it. The reactants are: [CH3:1][C:2]([Si:5]([O:8][CH2:9][CH2:10][O:11][C:12]1[CH:17]=[CH:16][C:15]([N+:18]([O-])=O)=[CH:14][C:13]=1[F:21])([CH3:7])[CH3:6])([CH3:4])[CH3:3]. (2) Given the product [CH2:28]([C:4]1[CH:3]=[C:2]([C:33]#[C:32][Si:31]([CH3:48])([CH3:47])[CH3:30])[CH:7]=[C:6]([CH3:8])[C:5]=1[C:9]1[C:10](=[O:27])[CH:11]([CH2:16][CH2:17][NH:18][C:19]([C:21]2[CH:26]=[CH:25][CH:24]=[CH:23][N:22]=2)=[O:20])[CH2:12][C:13]=1[O:14][CH3:15])[CH3:29], predict the reactants needed to synthesize it. The reactants are: Br[C:2]1[CH:7]=[C:6]([CH3:8])[C:5]([C:9]2[C:10](=[O:27])[CH:11]([CH2:16][CH2:17][NH:18][C:19]([C:21]3[CH:26]=[CH:25][CH:24]=[CH:23][N:22]=3)=[O:20])[CH2:12][C:13]=2[O:14][CH3:15])=[C:4]([CH2:28][CH3:29])[CH:3]=1.[CH3:30][Si:31]([CH3:48])([CH3:47])[C:32]#[C:33][Sn](CCCC)(CCCC)CCCC.